The task is: Regression. Given a peptide amino acid sequence and an MHC pseudo amino acid sequence, predict their binding affinity value. This is MHC class I binding data.. This data is from Peptide-MHC class I binding affinity with 185,985 pairs from IEDB/IMGT. The peptide sequence is GRVIPRMLY. The MHC is HLA-B57:01 with pseudo-sequence HLA-B57:01. The binding affinity (normalized) is 0.0847.